From a dataset of Full USPTO retrosynthesis dataset with 1.9M reactions from patents (1976-2016). Predict the reactants needed to synthesize the given product. (1) Given the product [C:7]([NH:11][C:12]1[N:6]2[C:2]([S:3][CH:4]=[CH:5]2)=[N:1][C:13]=1[C:14]1[O:18][CH:17]=[CH:16][CH:15]=1)([CH3:10])([CH3:9])[CH3:8], predict the reactants needed to synthesize it. The reactants are: [NH2:1][C:2]1[S:3][CH:4]=[CH:5][N:6]=1.[C:7]([N+:11]#[C-:12])([CH3:10])([CH3:9])[CH3:8].[CH:13](=O)[C:14]1[O:18][CH:17]=[CH:16][CH:15]=1. (2) Given the product [CH2:1]([O:8][C:9]1[C:13]([CH2:14][OH:15])=[CH:12][N:11]([CH2:19][CH3:20])[N:10]=1)[C:2]1[CH:7]=[CH:6][CH:5]=[CH:4][CH:3]=1, predict the reactants needed to synthesize it. The reactants are: [CH2:1]([O:8][C:9]1[C:13]([C:14](OCC)=[O:15])=[CH:12][N:11]([CH2:19][CH3:20])[N:10]=1)[C:2]1[CH:7]=[CH:6][CH:5]=[CH:4][CH:3]=1.[H-].[Al+3].[Li+].[H-].[H-].[H-].Cl. (3) Given the product [CH:14]([NH:17][C:2]1[CH:10]=[CH:9][C:5]([C:6]([OH:8])=[O:7])=[CH:4][C:3]=1[N+:11]([O-:13])=[O:12])([CH3:16])[CH3:15], predict the reactants needed to synthesize it. The reactants are: F[C:2]1[CH:10]=[CH:9][C:5]([C:6]([OH:8])=[O:7])=[CH:4][C:3]=1[N+:11]([O-:13])=[O:12].[CH:14]([NH2:17])([CH3:16])[CH3:15].C(=O)(O)[O-].[Na+].Cl. (4) Given the product [Br:1][C:2]1[N:7]=[CH:6][C:5]([O:8][CH2:18][C:17]([O:16][CH3:15])=[O:20])=[CH:4][CH:3]=1, predict the reactants needed to synthesize it. The reactants are: [Br:1][C:2]1[N:7]=[CH:6][C:5]([OH:8])=[CH:4][CH:3]=1.C(=O)([O-])[O-].[K+].[K+].[CH3:15][O:16][C:17](=[O:20])[CH2:18]Cl. (5) Given the product [C:1]([C:5]1[N:6]2[C:31](=[O:32])[NH:30][N:29]=[C:7]2[C:8]2[CH:14]=[C:13]([C:15]3[CH:16]=[CH:17][C:18]([Cl:21])=[CH:19][CH:20]=3)[C:12]([C:22]3[CH:27]=[CH:26][CH:25]=[CH:24][C:23]=3[Cl:28])=[N:11][C:9]=2[N:10]=1)([CH3:4])([CH3:2])[CH3:3], predict the reactants needed to synthesize it. The reactants are: [C:1]([C:5]1[N:6]=[C:7]([NH:29][NH2:30])[C:8]2[CH:14]=[C:13]([C:15]3[CH:20]=[CH:19][C:18]([Cl:21])=[CH:17][CH:16]=3)[C:12]([C:22]3[CH:27]=[CH:26][CH:25]=[CH:24][C:23]=3[Cl:28])=[N:11][C:9]=2[N:10]=1)([CH3:4])([CH3:3])[CH3:2].[C:31](N1C=CN=C1)(N1C=CN=C1)=[O:32].